From a dataset of Catalyst prediction with 721,799 reactions and 888 catalyst types from USPTO. Predict which catalyst facilitates the given reaction. (1) Reactant: [O-][N+:2]1[C:11]2[C:6](=[CH:7][CH:8]=[CH:9][CH:10]=2)[C:5]2[N:12]3[C@@H:18]([C:19]([OH:22])([CH3:21])[CH3:20])[CH2:17][O:16][CH2:15][C:13]3=[N:14][C:4]=2[CH:3]=1.[NH4+:23].[OH-].C1(C)C=CC(S(Cl)(=O)=O)=CC=1.O. Product: [NH2:23][C:3]1[C:4]2[N:14]=[C:13]3[CH2:15][O:16][CH2:17][C@H:18]([C:19]([OH:22])([CH3:21])[CH3:20])[N:12]3[C:5]=2[C:6]2[C:11](=[CH:10][CH:9]=[CH:8][CH:7]=2)[N:2]=1. The catalyst class is: 2. (2) Reactant: O[CH2:2][C:3]([CH3:14])([CH3:13])[CH2:4][NH:5][C:6](=[O:12])[O:7][C:8]([CH3:11])([CH3:10])[CH3:9].[NH:15]1[C:19]2=[N:20][C:21]([C:24]([O:26][CH2:27][CH3:28])=[O:25])=[CH:22][CH:23]=[C:18]2[CH:17]=[C:16]1[C:29]([O:31][CH2:32][CH3:33])=[O:30].C1(P(C2C=CC=CC=2)C2C=CC=CC=2)C=CC=CC=1.N(C(OC(C)C)=O)=NC(OC(C)C)=O. Product: [C:8]([O:7][C:6]([NH:5][CH2:4][C:3]([CH3:14])([CH3:13])[CH2:2][N:15]1[C:19]2=[N:20][C:21]([C:24]([O:26][CH2:27][CH3:28])=[O:25])=[CH:22][CH:23]=[C:18]2[CH:17]=[C:16]1[C:29]([O:31][CH2:32][CH3:33])=[O:30])=[O:12])([CH3:11])([CH3:10])[CH3:9]. The catalyst class is: 1. (3) Reactant: [F:1][C:2]([F:46])([F:45])[C:3]1[CH:4]=[C:5]([CH:38]=[C:39]([C:41]([F:44])([F:43])[F:42])[CH:40]=1)[CH2:6][N:7]([CH2:25][C:26]1[CH:31]=[C:30]([O:32][C:33]([F:36])([F:35])[F:34])[CH:29]=[CH:28][C:27]=1[OH:37])[C:8]1[N:13]=[CH:12][C:11]([O:14][CH2:15][CH2:16][CH2:17][C:18]([O:20][C:21]([CH3:24])([CH3:23])[CH3:22])=[O:19])=[CH:10][N:9]=1.N1C=CC=CC=1.[F:53][C:54]([F:67])([F:66])[S:55](O[S:55]([C:54]([F:67])([F:66])[F:53])(=[O:57])=[O:56])(=[O:57])=[O:56].C(=O)(O)[O-].[Na+]. Product: [F:44][C:41]([F:42])([F:43])[C:39]1[CH:38]=[C:5]([CH:4]=[C:3]([C:2]([F:1])([F:45])[F:46])[CH:40]=1)[CH2:6][N:7]([CH2:25][C:26]1[CH:31]=[C:30]([O:32][C:33]([F:36])([F:35])[F:34])[CH:29]=[CH:28][C:27]=1[O:37][S:55]([C:54]([F:67])([F:66])[F:53])(=[O:57])=[O:56])[C:8]1[N:9]=[CH:10][C:11]([O:14][CH2:15][CH2:16][CH2:17][C:18]([O:20][C:21]([CH3:24])([CH3:23])[CH3:22])=[O:19])=[CH:12][N:13]=1. The catalyst class is: 2. (4) Reactant: [OH:1][CH:2]([CH2:41][OH:42])[CH2:3][N:4]([CH3:40])[C:5]([C:7]1[N:16]2[C:10]([CH2:11][N:12]([C:21]([C:23]3[CH:28]=[CH:27][C:26]([C:29]4[CH:34]=[CH:33][CH:32]=[CH:31][C:30]=4[C:35]([F:38])([F:37])[F:36])=[C:25]([CH3:39])[CH:24]=3)=[O:22])[C:13]3[CH:20]=[CH:19][CH:18]=[CH:17][C:14]=3[CH2:15]2)=[CH:9][CH:8]=1)=[O:6].C(N(CC)C(C)C)(C)C.[C:52](N1C=CN=C1)(N1C=CN=C1)=[O:53]. Product: [CH3:40][N:4]([CH2:3][CH:2]1[CH2:41][O:42][C:52](=[O:53])[O:1]1)[C:5]([C:7]1[N:16]2[C:10]([CH2:11][N:12]([C:21]([C:23]3[CH:28]=[CH:27][C:26]([C:29]4[CH:34]=[CH:33][CH:32]=[CH:31][C:30]=4[C:35]([F:37])([F:38])[F:36])=[C:25]([CH3:39])[CH:24]=3)=[O:22])[C:13]3[CH:20]=[CH:19][CH:18]=[CH:17][C:14]=3[CH2:15]2)=[CH:9][CH:8]=1)=[O:6]. The catalyst class is: 4. (5) Reactant: S(Cl)(Cl)=O.C(C1C=CC(C(O)=O)=CC=1)CCCCCCC.C(C1C=CC(C(Cl)=O)=CC=1)CCCCCCC.[Cl:39][C:40]1[CH:41]=[C:42]([CH:44]=[CH:45][C:46]=1[O:47][C:48]1[C:57]2[C:52](=[CH:53][C:54]([O:60][CH3:61])=[C:55]([O:58][CH3:59])[CH:56]=2)[N:51]=[CH:50][CH:49]=1)[NH2:43].[CH2:62]([C:70]1[CH:75]=[CH:74][C:73]([C:76]([N:78]=[C:79]=[S:80])=[O:77])=[CH:72][CH:71]=1)[CH2:63][CH2:64][CH2:65][CH2:66][CH2:67][CH2:68][CH3:69]. Product: [Cl:39][C:40]1[CH:41]=[C:42]([NH:43][C:79]([NH:78][C:76](=[O:77])[C:73]2[CH:74]=[CH:75][C:70]([CH2:62][CH2:63][CH2:64][CH2:65][CH2:66][CH2:67][CH2:68][CH3:69])=[CH:71][CH:72]=2)=[S:80])[CH:44]=[CH:45][C:46]=1[O:47][C:48]1[C:57]2[C:52](=[CH:53][C:54]([O:60][CH3:61])=[C:55]([O:58][CH3:59])[CH:56]=2)[N:51]=[CH:50][CH:49]=1. The catalyst class is: 234. (6) Product: [CH2:1]([N:8]1[CH2:20][C@H:19]2[C@H:10]([C:11](=[O:23])[N:12]3[CH2:22][CH2:21][C:14]4[CH:15]=[CH:16][CH:17]=[C:18]2[C:13]3=4)[CH2:9]1)[C:2]1[CH:3]=[CH:4][CH:5]=[CH:6][CH:7]=1. The catalyst class is: 12. Reactant: [CH2:1]([N:8]1[CH2:20][C@H:19]2[C@:10](C(OCC)=O)([C:11](=[O:23])[N:12]3[CH2:22][CH2:21][C:14]4[CH:15]=[CH:16][CH:17]=[C:18]2[C:13]3=4)[CH2:9]1)[C:2]1[CH:7]=[CH:6][CH:5]=[CH:4][CH:3]=1.Cl. (7) Reactant: C[O:2][C:3](=[O:34])[CH2:4][CH2:5][CH2:6][CH2:7][CH2:8][NH:9][C:10]1[C:11]2[C:18]([C:19]3[CH:24]=[CH:23][C:22]([O:25][CH3:26])=[CH:21][CH:20]=3)=[C:17]([C:27]3[CH:32]=[CH:31][CH:30]=[CH:29][C:28]=3[Cl:33])[O:16][C:12]=2[N:13]=[CH:14][N:15]=1.[OH-].[Na+].Cl.C(OCC)(=O)C. Product: [Cl:33][C:28]1[CH:29]=[CH:30][CH:31]=[CH:32][C:27]=1[C:17]1[O:16][C:12]2[N:13]=[CH:14][N:15]=[C:10]([NH:9][CH2:8][CH2:7][CH2:6][CH2:5][CH2:4][C:3]([OH:34])=[O:2])[C:11]=2[C:18]=1[C:19]1[CH:24]=[CH:23][C:22]([O:25][CH3:26])=[CH:21][CH:20]=1. The catalyst class is: 12. (8) Reactant: [NH:1]1[CH2:6][CH2:5][CH:4]([C:7]2[N:11]3[C:12]4[CH:18]=[CH:17][NH:16][C:13]=4[N:14]=[CH:15][C:10]3=[N:9][N:8]=2)[CH2:3][CH2:2]1.N1C=CC=CC=1.[CH:25]1([S:28](Cl)(=[O:30])=[O:29])[CH2:27][CH2:26]1. Product: [CH:25]1([S:28]([N:1]2[CH2:2][CH2:3][CH:4]([C:7]3[N:11]4[C:12]5[CH:18]=[CH:17][NH:16][C:13]=5[N:14]=[CH:15][C:10]4=[N:9][N:8]=3)[CH2:5][CH2:6]2)(=[O:30])=[O:29])[CH2:27][CH2:26]1. The catalyst class is: 3.